From a dataset of Cav3 T-type calcium channel HTS with 100,875 compounds. Binary Classification. Given a drug SMILES string, predict its activity (active/inactive) in a high-throughput screening assay against a specified biological target. (1) The result is 0 (inactive). The drug is O1C(C(=O)N(CC(=O)N2CCCc3c2cccc3)c2c1cccc2)C. (2) The compound is O1c2c(C(C(=C1N)C(OCC)=O)c1ccncc1)c(=O)[nH]c(c2)C. The result is 0 (inactive). (3) The drug is Fc1c2NCCCC(NC(=O)C(NC(=O)C(NC(=O)c2cc([N+]([O-])=O)c1)Cc1ccc(O)cc1)CCC(=O)N)C(=O)N. The result is 0 (inactive). (4) The molecule is o1c2c(cc1C(=O)Nc1cc3c(oc(=O)cc3)cc1)cccc2. The result is 0 (inactive). (5) The compound is OC(CN1CCN(CC1)CCO)COc1cc(c(C(C)C)cc1)C. The result is 0 (inactive). (6) The drug is S(CNC(=O)c1ccccc1)c1nc(SCNC(=O)c2ccccc2)ncc1. The result is 0 (inactive).